From a dataset of Catalyst prediction with 721,799 reactions and 888 catalyst types from USPTO. Predict which catalyst facilitates the given reaction. (1) Reactant: [CH:1]1([CH:7]2[CH2:19][C:18]3[C:17]4[C:12](=[CH:13][CH:14]=[C:15]([C:20]([N:22]5[CH2:27][CH2:26][CH:25]([CH3:28])[CH2:24][CH2:23]5)=[O:21])[CH:16]=4)[NH:11][C:10]=3[CH2:9][CH2:8]2)[CH2:6][CH2:5][CH2:4][CH2:3][CH2:2]1.[H-].[Na+].[CH3:31][S:32](Cl)(=[O:34])=[O:33]. Product: [CH:1]1([CH:7]2[CH2:19][C:18]3[C:17]4[C:12](=[CH:13][CH:14]=[C:15]([C:20]([N:22]5[CH2:27][CH2:26][CH:25]([CH3:28])[CH2:24][CH2:23]5)=[O:21])[CH:16]=4)[N:11]([S:32]([CH3:31])(=[O:34])=[O:33])[C:10]=3[CH2:9][CH2:8]2)[CH2:2][CH2:3][CH2:4][CH2:5][CH2:6]1. The catalyst class is: 1. (2) Reactant: Br[C:2]1[CH:9]=[C:8]([F:10])[CH:7]=[C:6]([N:11]2[N:20]=[CH:19][C:18]3[C:13](=[C:14]([F:25])[CH:15]=[C:16]([C:21]([CH3:24])([CH3:23])[CH3:22])[CH:17]=3)[C:12]2=[O:26])[C:3]=1[CH:4]=[O:5].[CH2:27]([C@H:29]1[CH2:34][N:33]([CH:35]2[CH2:38][O:37][CH2:36]2)[CH2:32][CH2:31][N:30]1[C:39]1[CH:40]=[CH:41][C:42]([NH:45][C:46]2[C:47](=[O:62])[N:48]([CH3:61])[CH:49]=[C:50](B3OC(C)(C)C(C)(C)O3)[CH:51]=2)=[N:43][CH:44]=1)[CH3:28].[O-]P([O-])([O-])=O.[K+].[K+].[K+].C([O-])(=O)C.[Na+]. Product: [C:21]([C:16]1[CH:17]=[C:18]2[C:13](=[C:14]([F:25])[CH:15]=1)[C:12](=[O:26])[N:11]([C:6]1[CH:7]=[C:8]([F:10])[CH:9]=[C:2]([C:50]3[CH:51]=[C:46]([NH:45][C:42]4[CH:41]=[CH:40][C:39]([N:30]5[CH2:31][CH2:32][N:33]([CH:35]6[CH2:36][O:37][CH2:38]6)[CH2:34][C@@H:29]5[CH2:27][CH3:28])=[CH:44][N:43]=4)[C:47](=[O:62])[N:48]([CH3:61])[CH:49]=3)[C:3]=1[CH:4]=[O:5])[N:20]=[CH:19]2)([CH3:23])([CH3:22])[CH3:24]. The catalyst class is: 379.